The task is: Predict the reactants needed to synthesize the given product.. This data is from Full USPTO retrosynthesis dataset with 1.9M reactions from patents (1976-2016). The reactants are: [NH2:1][C:2]1[N:7]=[CH:6][C:5]([C:8]2[CH:13]=[CH:12][C:11]([C:14]3[N:15]([C:32]4[CH:37]=[CH:36][C:35]([Cl:38])=[CH:34][CH:33]=4)[C:16](=[O:31])[C:17]4[N:18]=[CH:19][N:20]([C:23]5[CH:24]=[C:25]([CH:28]=[CH:29][CH:30]=5)[C:26]#[N:27])[C:21]=4[N:22]=3)=[CH:10][CH:9]=2)=[CH:4][CH:3]=1.Cl.C(=O)([O-])[O-].[NH4+:44].[NH4+]. Given the product [NH2:1][C:2]1[N:7]=[CH:6][C:5]([C:8]2[CH:9]=[CH:10][C:11]([C:14]3[N:15]([C:32]4[CH:33]=[CH:34][C:35]([Cl:38])=[CH:36][CH:37]=4)[C:16](=[O:31])[C:17]4[N:18]=[CH:19][N:20]([C:23]5[CH:24]=[C:25]([CH:28]=[CH:29][CH:30]=5)[C:26]([NH2:44])=[NH:27])[C:21]=4[N:22]=3)=[CH:12][CH:13]=2)=[CH:4][CH:3]=1, predict the reactants needed to synthesize it.